From a dataset of Reaction yield outcomes from USPTO patents with 853,638 reactions. Predict the reaction yield, written as a fraction of the theoretical maximum amount of product (1.0 means a 100% yield; for example, 0.34 means a 34% yield). (1) The reactants are [NH2:1][C:2]1[C:3]([CH2:24][NH2:25])=[C:4]([C:16]2C=C(Cl)C=CC=2Cl)[C:5]2[C:10](=[O:11])[N:9]([CH3:12])[C:8](=[O:13])[N:7]([CH3:14])[C:6]=2[N:15]=1.C[C:27]1[CH:31]=[CH:30][S:29][C:28]=1C=C(C#N)C#N. No catalyst specified. The product is [NH2:1][C:2]1[C:3]([CH2:24][NH2:25])=[C:4]([C:16]2[S:29][CH:28]=[CH:27][C:31]=2[CH3:30])[C:5]2[C:10](=[O:11])[N:9]([CH3:12])[C:8](=[O:13])[N:7]([CH3:14])[C:6]=2[N:15]=1. The yield is 0.171. (2) The reactants are [C:1]([Br:5])(Br)(Br)Br.[P:6]([O:14][C:15]1[CH:20]=[CH:19][C:18](CO)=[CH:17][CH:16]=1)([O:11][CH2:12][CH3:13])([O:8][CH2:9][CH3:10])=[O:7].C1(P(C2C=CC=CC=2)C2C=CC=CC=2)C=CC=CC=1. The catalyst is C(Cl)Cl. The product is [P:6]([O:14][C:15]1[CH:20]=[CH:19][C:18]([CH2:1][Br:5])=[CH:17][CH:16]=1)([O:11][CH2:12][CH3:13])([O:8][CH2:9][CH3:10])=[O:7]. The yield is 0.920. (3) The reactants are [H-].[Na+].[CH2:3]([O:5][CH:6]([O:8][CH2:9][C@@H:10]1[NH:15][C:14](=[O:16])[CH2:13][CH2:12][CH2:11]1)[CH3:7])[CH3:4].[I-].[K+].[CH2:19]([O:21][C:22](=[O:30])[CH2:23][O:24][CH2:25]/[CH:26]=[CH:27]\[CH2:28]Cl)[CH3:20]. The catalyst is CN(C=O)C. The product is [CH2:19]([O:21][C:22](=[O:30])[CH2:23][O:24][CH2:25]/[CH:26]=[CH:27]\[CH2:28][N:15]1[C:14](=[O:16])[CH2:13][CH2:12][CH2:11][C@@H:10]1[CH2:9][O:8][CH:6]([O:5][CH2:3][CH3:4])[CH3:7])[CH3:20]. The yield is 0.310. (4) The reactants are [Cl:1][C:2]1[CH:7]=[CH:6][C:5]([CH:8]([CH2:13][NH:14][CH2:15][C:16]([F:19])([F:18])[F:17])[C:9]([O:11]C)=[O:10])=[CH:4][CH:3]=1.O([Si](C)(C)C)[K:21]. The catalyst is C1COCC1.CCOCC. The product is [Cl:1][C:2]1[CH:3]=[CH:4][C:5]([CH:8]([CH2:13][NH:14][CH2:15][C:16]([F:17])([F:18])[F:19])[C:9]([O-:11])=[O:10])=[CH:6][CH:7]=1.[K+:21]. The yield is 1.18. (5) The reactants are [NH2:1][C:2]1[C:3]([CH3:18])=[CH:4][C:5]([O:8][CH:9]([C:14]([F:17])([F:16])[F:15])[C:10]([F:13])([F:12])[F:11])=[N:6][CH:7]=1.CN(C)C=O.[Cl:24]N1C(=O)CCC1=O. The catalyst is O. The product is [NH2:1][C:2]1[C:7]([Cl:24])=[N:6][C:5]([O:8][CH:9]([C:10]([F:11])([F:12])[F:13])[C:14]([F:17])([F:15])[F:16])=[CH:4][C:3]=1[CH3:18]. The yield is 0.440.